From a dataset of Catalyst prediction with 721,799 reactions and 888 catalyst types from USPTO. Predict which catalyst facilitates the given reaction. (1) Reactant: [F:1][CH2:2][CH2:3][CH2:4]O.CC(OI1(OC(C)=O)(OC(C)=O)OC(=O)C2C=CC=CC1=2)=O.[N:28]1[C:29]2[N:30]([C:41]3[CH:47]=[CH:46][CH:45]=[CH:44][C:42]=3[N:43]=2)[CH:31]=[CH:32][C:33]=1[C:34]1[CH:40]=[CH:39][C:37]([NH2:38])=[CH:36][CH:35]=1.[BH-](OC(C)=O)(OC(C)=O)OC(C)=O.[Na+]. The catalyst class is: 2. Product: [N:28]1[C:29]2[N:30]([C:41]3[CH:47]=[CH:46][CH:45]=[CH:44][C:42]=3[N:43]=2)[CH:31]=[CH:32][C:33]=1[C:34]1[CH:35]=[CH:36][C:37]([NH:38][CH2:4][CH2:3][CH2:2][F:1])=[CH:39][CH:40]=1. (2) Reactant: [Cl:1][C:2]1[CH:3]=[C:4]2[C:10]([C:11]3[N:16]=[C:15]([NH:17][CH2:18][CH:19]4[CH2:24][CH2:23][CH2:22][NH:21][CH2:20]4)[C:14]([F:25])=[CH:13][N:12]=3)=[CH:9][N:8](S(C3C=CC(C)=CC=3)(=O)=O)[C:5]2=[N:6][CH:7]=1.CCN(C(C)C)C(C)C.[CH3:45][O:46][CH2:47][CH2:48][C:49](Cl)=[O:50]. Product: [Cl:1][C:2]1[CH:3]=[C:4]2[C:10]([C:11]3[N:16]=[C:15]([NH:17][CH2:18][C@H:19]4[CH2:24][CH2:23][CH2:22][N:21]([C:49](=[O:50])[CH2:48][CH2:47][O:46][CH3:45])[CH2:20]4)[C:14]([F:25])=[CH:13][N:12]=3)=[CH:9][NH:8][C:5]2=[N:6][CH:7]=1. The catalyst class is: 59. (3) Reactant: [CH3:1][NH:2][CH3:3].Cl.[CH3:5][NH:6]C.[C:8]([O:12][C:13]([N:15]1[CH2:20][CH2:19][C:18](=O)[CH2:17][CH2:16]1)=[O:14])([CH3:11])([CH3:10])[CH3:9].Cl.[C-]#N.[K+]. Product: [C:8]([O:12][C:13]([N:15]1[CH2:20][CH2:19][C:18]([C:5]#[N:6])([N:2]([CH3:3])[CH3:1])[CH2:17][CH2:16]1)=[O:14])([CH3:11])([CH3:10])[CH3:9]. The catalyst class is: 24. (4) Reactant: [H-].[Na+].[Cl:3][C:4]1[CH:12]=[CH:11][C:10]2[NH:9][C:8]3[CH2:13][CH2:14][N:15]([CH3:17])[CH2:16][C:7]=3[C:6]=2[CH:5]=1.[CH2:18]([C:20]1([C:23]2[CH:28]=[CH:27][N:26]=[CH:25][CH:24]=2)[CH2:22][O:21]1)[CH3:19]. Product: [Cl:3][C:4]1[CH:12]=[CH:11][C:10]2[N:9]([CH2:22][C:20]([C:23]3[CH:28]=[CH:27][N:26]=[CH:25][CH:24]=3)([OH:21])[CH2:18][CH3:19])[C:8]3[CH2:13][CH2:14][N:15]([CH3:17])[CH2:16][C:7]=3[C:6]=2[CH:5]=1. The catalyst class is: 3. (5) Reactant: [Br:1][C:2]1[C:10]([CH2:11][CH3:12])=[C:9]2[C:5]([C:6]3[CH2:16][CH2:15][O:14][C:13]([CH2:19][C:20]([O:22]CC)=[O:21])([CH2:17][CH3:18])[C:7]=3[NH:8]2)=[CH:4][CH:3]=1.O.[OH-].[Li+].O. Product: [Br:1][C:2]1[C:10]([CH2:11][CH3:12])=[C:9]2[C:5]([C:6]3[CH2:16][CH2:15][O:14][C:13]([CH2:19][C:20]([OH:22])=[O:21])([CH2:17][CH3:18])[C:7]=3[NH:8]2)=[CH:4][CH:3]=1. The catalyst class is: 12. (6) Reactant: ClCC([NH:5][C:6]1([CH3:14])[CH2:11][CH:10]([CH3:12])[O:9][CH:8]([CH3:13])[CH2:7]1)=O.NC(N)=S. Product: [CH3:13][CH:8]1[CH2:7][C:6]([NH2:5])([CH3:14])[CH2:11][CH:10]([CH3:12])[O:9]1. The catalyst class is: 212. (7) Reactant: [Br:1][C:2]1[CH:7]=[C:6]([CH2:8]OS(C)(=O)=O)[CH:5]=[C:4]([CH3:14])[N:3]=1.[N-:15]=[N+:16]=[N-:17].[Na+]. Product: [N:15]([CH2:8][C:6]1[CH:5]=[C:4]([CH3:14])[N:3]=[C:2]([Br:1])[CH:7]=1)=[N+:16]=[N-:17]. The catalyst class is: 3. (8) Reactant: [Br:1][C:2]([F:36])([F:35])[C:3]([C:9]1[CH:14]=[CH:13][C:12]([NH:15][C:16](=[O:33])[C:17]2[C:18](=[C:28]([I:32])[CH:29]=[CH:30][CH:31]=2)[C:19]([NH:21][C@@H:22]([CH3:27])[CH2:23][S:24]([CH3:26])=[O:25])=[O:20])=[C:11]([CH3:34])[CH:10]=1)([F:8])[C:4]([F:7])([F:6])[F:5].C(O)=[O:38].S(=O)(=O)(O)O.OO.S([O-])(O)=O.[Na+]. The catalyst class is: 68. Product: [Br:1][C:2]([F:35])([F:36])[C:3]([C:9]1[CH:14]=[CH:13][C:12]([NH:15][C:16](=[O:33])[C:17]2[C:18](=[C:28]([I:32])[CH:29]=[CH:30][CH:31]=2)[C:19]([NH:21][C@@H:22]([CH3:27])[CH2:23][S:24]([CH3:26])(=[O:38])=[O:25])=[O:20])=[C:11]([CH3:34])[CH:10]=1)([F:8])[C:4]([F:7])([F:6])[F:5]. (9) Reactant: Br[CH2:2][C:3]([C:5]1[C:13]2[C:8](=[N:9][CH:10]=[CH:11][CH:12]=2)[NH:7][CH:6]=1)=O.[CH:14]1([NH:17][C:18]([NH2:20])=[S:19])[CH2:16][CH2:15]1. Product: [CH:14]1([NH:17][C:18]2[S:19][CH:2]=[C:3]([C:5]3[C:13]4[C:8](=[N:9][CH:10]=[CH:11][CH:12]=4)[NH:7][CH:6]=3)[N:20]=2)[CH2:16][CH2:15]1. The catalyst class is: 8.